Dataset: Full USPTO retrosynthesis dataset with 1.9M reactions from patents (1976-2016). Task: Predict the reactants needed to synthesize the given product. (1) The reactants are: [CH3:1][C:2]1[C:3]([CH3:12])([CH3:11])[C:4]2[C:5]([N:10]=1)=[N:6][CH:7]=[CH:8][CH:9]=2.[Br:13][CH2:14][CH2:15][CH2:16][CH2:17][CH2:18][C:19]([OH:21])=[O:20]. Given the product [Br-:13].[C:19]([CH2:18][CH2:17][CH2:16][CH2:15][CH2:14][N:6]1[CH:7]=[CH:8][CH:9]=[C:4]2[C:3]([CH3:12])([CH3:11])[CH:2]([CH3:1])[NH+:10]=[C:5]12)([OH:21])=[O:20], predict the reactants needed to synthesize it. (2) Given the product [O:4]=[C:5]1[CH2:8][C:7]([CH2:33][C:34]([OH:36])=[O:35])([C:9]2[CH:10]=[CH:11][C:12]([O:15][CH2:16][C:17]3[CH:32]=[CH:31][C:20]4[S:21][CH:22]=[C:23]([C:24]5[CH:29]=[CH:28][CH:27]=[CH:26][C:25]=5[CH3:30])[C:19]=4[CH:18]=3)=[CH:13][CH:14]=2)[CH2:6]1, predict the reactants needed to synthesize it. The reactants are: C([O:4][CH:5]1[CH2:8][C:7]([CH2:33][C:34]([O:36]CC)=[O:35])([C:9]2[CH:14]=[CH:13][C:12]([O:15][CH2:16][C:17]3[CH:32]=[CH:31][C:20]4[S:21][CH:22]=[C:23]([C:24]5[CH:29]=[CH:28][CH:27]=[CH:26][C:25]=5[CH3:30])[C:19]=4[CH:18]=3)=[CH:11][CH:10]=2)[CH2:6]1)(=O)C.[Li+].[OH-].Cl. (3) Given the product [NH2:10][C:5]1[C:6]([C:8]([NH2:9])=[O:14])=[N:7][C:2]([Cl:1])=[CH:3][CH:4]=1, predict the reactants needed to synthesize it. The reactants are: [Cl:1][C:2]1[N:7]=[C:6]([C:8]#[N:9])[C:5]([N+:10]([O-])=O)=[CH:4][CH:3]=1.[NH4+].[OH-:14]. (4) The reactants are: [CH2:1]([N:8]1[CH2:13][CH2:12][O:11][C:10]([F:15])([F:14])[C:9]1=O)[C:2]1[CH:7]=[CH:6][CH:5]=[CH:4][CH:3]=1.CSC.[B].Cl. Given the product [CH2:1]([N:8]1[CH2:13][CH2:12][O:11][C:10]([F:15])([F:14])[CH2:9]1)[C:2]1[CH:3]=[CH:4][CH:5]=[CH:6][CH:7]=1, predict the reactants needed to synthesize it. (5) Given the product [NH2:1][C:4]1[CH:5]=[C:6]([CH2:10][C:11]#[N:12])[CH:7]=[CH:8][CH:9]=1, predict the reactants needed to synthesize it. The reactants are: [N+:1]([C:4]1[CH:5]=[C:6]([CH2:10][C:11]#[N:12])[CH:7]=[CH:8][CH:9]=1)([O-])=O.[OH-].[Na+]. (6) Given the product [C:1]1([O:11][CH2:12][CH2:13][CH2:14][CH2:15][CH2:16][O:17][C:18]2[CH:27]=[CH:26][CH:25]=[C:24]3[C:19]=2[CH2:20][CH2:21][CH2:22][NH:23]3)[C:10]2[C:5](=[CH:6][CH:7]=[CH:8][CH:9]=2)[CH:4]=[CH:3][CH:2]=1, predict the reactants needed to synthesize it. The reactants are: [C:1]1([O:11][CH2:12][CH2:13][CH2:14][CH2:15][CH2:16][O:17][C:18]2[CH:27]=[CH:26][CH:25]=[C:24]3[C:19]=2[CH:20]=[CH:21][CH:22]=[N:23]3)[C:10]2[C:5](=[CH:6][CH:7]=[CH:8][CH:9]=2)[CH:4]=[CH:3][CH:2]=1.[BH4-].[Na+].[Cl-].[NH4+]. (7) Given the product [ClH:18].[Cl:18][C:12]1[CH:13]=[CH:14][CH:15]=[C:16]([F:17])[C:11]=1[N:9]1[CH:8]=[C:7]2[C:2]([NH:20][C:21]3[N:22]=[C:23]([CH3:28])[N:24]=[C:25]([CH2:27][OH:50])[CH:26]=3)=[N:3][CH:4]=[C:5]([F:19])[C:6]2=[N:10]1, predict the reactants needed to synthesize it. The reactants are: Br[C:2]1[C:7]2=[CH:8][N:9]([C:11]3[C:16]([F:17])=[CH:15][CH:14]=[CH:13][C:12]=3[Cl:18])[N:10]=[C:6]2[C:5]([F:19])=[CH:4][N:3]=1.[NH2:20][C:21]1[CH:26]=[C:25]([CH3:27])[N:24]=[C:23]([CH3:28])[N:22]=1.CC1(C)C2C(=C(P(C3C=CC=CC=3)C3C=CC=CC=3)C=CC=2)[O:50]C2C(P(C3C=CC=CC=3)C3C=CC=CC=3)=CC=CC1=2.C(=O)([O-])[O-].[Cs+].[Cs+]. (8) Given the product [Cl:8][C:9]1[CH:14]=[CH:13][C:12]([C:15]2[CH:16]=[C:17]([C:27]([NH:29][N:30]3[CH2:31][CH2:32][N:33]([S:46]([CH3:45])(=[O:48])=[O:47])[CH2:34][CH2:35]3)=[O:28])[CH:18]=[N:19][C:20]=2[O:21][CH2:22][C:23]([F:24])([F:26])[F:25])=[CH:11][CH:10]=1, predict the reactants needed to synthesize it. The reactants are: FC(F)(F)C(O)=O.[Cl:8][C:9]1[CH:14]=[CH:13][C:12]([C:15]2[CH:16]=[C:17]([C:27]([NH:29][N:30]3[CH2:35][CH2:34][NH:33][CH2:32][CH2:31]3)=[O:28])[CH:18]=[N:19][C:20]=2[O:21][CH2:22][C:23]([F:26])([F:25])[F:24])=[CH:11][CH:10]=1.C(N(CC)C(C)C)(C)C.[CH3:45][S:46](Cl)(=[O:48])=[O:47]. (9) Given the product [CH2:1]([O:3][C:4](=[O:35])[CH2:5][CH2:6][CH2:7][C:8]1([C:30]([O:32][CH2:33][CH3:34])=[O:31])[CH2:14][C:13]2[CH:16]=[CH:17][CH:18]=[CH:19][C:12]=2[N:11]([S:20]([C:23]2[CH:28]=[CH:27][C:26]([CH3:29])=[CH:25][CH:24]=2)(=[O:21])=[O:22])[CH2:10][CH2:9]1)[CH3:2], predict the reactants needed to synthesize it. The reactants are: [CH2:1]([O:3][C:4](=[O:35])[CH2:5][CH2:6][CH2:7][C:8]1([C:30]([O:32][CH2:33][CH3:34])=[O:31])[C:14](=O)[C:13]2[CH:16]=[CH:17][CH:18]=[CH:19][C:12]=2[N:11]([S:20]([C:23]2[CH:28]=[CH:27][C:26]([CH3:29])=[CH:25][CH:24]=2)(=[O:22])=[O:21])[CH2:10][CH2:9]1)[CH3:2].[SiH](CC)(CC)CC.C(O)(C(F)(F)F)=O.B(F)(F)F.CCOCC.CS(O)(=O)=O. (10) Given the product [CH3:14][C:15]1[N:16]([CH3:28])[N:17]=[C:18]2[C:23]=1[C:22]1[C:24](=[CH:5][C:3]#[N:4])[CH2:25][CH2:26][C:21]=1[CH:20]=[CH:19]2, predict the reactants needed to synthesize it. The reactants are: [H-].[Na+].[C:3]([CH2:5]P(=O)(OCC)OCC)#[N:4].[CH3:14][C:15]1[N:16]([CH3:28])[N:17]=[C:18]2[C:23]=1[C:22]1[C:24](=O)[CH2:25][CH2:26][C:21]=1[CH:20]=[CH:19]2.